This data is from Forward reaction prediction with 1.9M reactions from USPTO patents (1976-2016). The task is: Predict the product of the given reaction. Given the reactants C(C1C2[N:6]([C:10]([C:23]3[CH:28]=[CH:27][C:26](F)=[CH:25][CH:24]=3)=[C:11]([C:13]3[CH:18]=[CH:17][C:16]([S:19]([CH3:22])(=[O:21])=[O:20])=[CH:15][CH:14]=3)N=2)C=CC=1)(=O)C.FC1C=C(C2C(C3C=CC(S(N)(=O)=O)=CC=3)=C3[CH:41]=[CH:42][C:43](C(F)(F)F)=[CH:44][N:39]3[N:38]=2)C=CC=1.C(NC1N=C(C2C=CC(S(C)(=O)=O)=CC=2)C=[C:67]([C:81](F)(F)F)N=1)C(C)C.CC1C=CC(C2N(C3C=CC(S(N)(=O)=[O:104])=CC=3)N=C(C(F)(F)F)C=2)=CC=1.CS(C1C=CC(C2COC(=O)C=2C2C=CC=CC=2)=CC=1)(=O)=O.CC1ON=C(C2C=CC=CC=2)C=1C1C=CC(S(N)(=O)=O)=CC=1.CCC(NS(C1C=CC(C2C(C3C=CC=CC=3)=NOC=2C)=CC=1)(=O)=O)=O.CC1C=CC(C2N=CC(Cl)=CC=2C2C=CC(S(C)(=O)=O)=CC=2)=CN=1.C1(C2N=C(C)OC=2C2C=CC(S(N)(=O)=O)=C(F)C=2)CCCCC1.CS(NC1C=CC([N+]([O-])=O)=CC=1OC1C=CC=CC=1)(=O)=O.CS(NC1C=C2CCC(=O)C2=CC=1OC1C=CC(F)=CC=1F)(=O)=O.CC1(C)OC(=O)C(OC(C)C)=C1C1C=CC(S(C)(=O)=O)=CC=1.CS(N)(=O)=O.CS(NC1C=C2C(=CC=1C1C=CC(SF)=CC=1SF)C(=O)CC2)(=O)=O, predict the reaction product. The product is: [CH2:67]([O:104][C:26]1[CH:25]=[CH:24][C:23]([C:10]2[C:11]([C:13]3[CH:14]=[CH:15][C:16]([S:19]([CH3:22])(=[O:20])=[O:21])=[CH:17][CH:18]=3)=[C:44]3[N:39]([N:38]=[CH:41][CH:42]=[CH:43]3)[N:6]=2)=[CH:28][CH:27]=1)[CH3:81].